This data is from Catalyst prediction with 721,799 reactions and 888 catalyst types from USPTO. The task is: Predict which catalyst facilitates the given reaction. (1) Reactant: II.CO.[O:5]1[CH2:10][CH2:9]OCC1.[CH2:11]1[CH2:15][O:14]C[CH2:12]1.[C:16]([O-:19])(=[O:18])[CH3:17].[Na+:20]. Product: [C:15]([O-:14])(=[O:5])[CH2:11][CH3:12].[Na+:20].[C:16]([O-:19])(=[O:18])[C:17]1[CH:10]=[CH:9][CH:15]=[CH:11][CH:12]=1.[Na+:20]. The catalyst class is: 3. (2) Reactant: CO[CH2:3][CH2:4]CN=C=O.[CH2:9]([C:16]1[NH:24][C:23]2[C:22](=[O:25])[N:21]([CH2:26][CH2:27][CH2:28][O:29][CH3:30])[C:20](=[O:31])[N:19]([CH2:32][CH2:33][C:34]3[CH:39]=[CH:38][C:37]([N+:40]([O-:42])=[O:41])=[CH:36][CH:35]=3)[C:18]=2[N:17]=1)[C:10]1[CH:15]=[CH:14][CH:13]=[CH:12][CH:11]=1.C(=O)([O-])[O-].[Na+].[Na+].[CH2:49]([NH:51][CH2:52][CH2:53][OH:54])[CH3:50]. Product: [CH2:9]([C:16]1[N:24]([CH2:50][CH2:49][N:51]([CH2:3][CH3:4])[CH2:52][CH2:53][OH:54])[C:23]2[C:22](=[O:25])[N:21]([CH2:26][CH2:27][CH2:28][O:29][CH3:30])[C:20](=[O:31])[N:19]([CH2:32][CH2:33][C:34]3[CH:35]=[CH:36][C:37]([N+:40]([O-:42])=[O:41])=[CH:38][CH:39]=3)[C:18]=2[N:17]=1)[C:10]1[CH:15]=[CH:14][CH:13]=[CH:12][CH:11]=1. The catalyst class is: 26. (3) Reactant: [NH:1]1[C:9]2[C:4](=[C:5](/[CH:10]=[N:11]/[NH:12][C:13](=[O:27])[CH2:14][O:15][C:16]3[C:21]([CH3:22])=[CH:20][C:19]([N+:23]([O-])=O)=[CH:18][C:17]=3[CH3:26])[CH:6]=[CH:7][CH:8]=2)[CH:3]=[CH:2]1. The catalyst class is: 183. Product: [NH:1]1[C:9]2[C:4](=[C:5](/[CH:10]=[N:11]/[NH:12][C:13](=[O:27])[CH2:14][O:15][C:16]3[C:17]([CH3:26])=[CH:18][C:19]([NH2:23])=[CH:20][C:21]=3[CH3:22])[CH:6]=[CH:7][CH:8]=2)[CH:3]=[CH:2]1. (4) Reactant: [NH:1]1[CH2:5][CH2:4][CH2:3][C@H:2]1[CH2:6][NH:7][C:8](=[O:17])[O:9][CH2:10][C:11]1[CH:16]=[CH:15][CH:14]=[CH:13][CH:12]=1.C([O-])([O-])=O.[K+].[K+].Br[CH:25]([C:31]([O:33][CH2:34][CH3:35])=[O:32])[C:26]([O:28][CH2:29][CH3:30])=[O:27]. Product: [C:11]1([CH2:10][O:9][C:8]([NH:7][CH2:6][C@@H:2]2[CH2:3][CH2:4][CH2:5][N:1]2[CH:25]([C:26]([O:28][CH2:29][CH3:30])=[O:27])[C:31]([O:33][CH2:34][CH3:35])=[O:32])=[O:17])[CH:16]=[CH:15][CH:14]=[CH:13][CH:12]=1. The catalyst class is: 10. (5) Reactant: IC.[F:3][C:4]1[C:12]([F:13])=[C:11](O)[CH:10]=[CH:9][C:5]=1[C:6]([OH:8])=[O:7].[C:15](=O)([O-])[O-].[Li+].[Li+].CN(C)[CH:23]=[O:24]. Product: [F:3][C:4]1[C:12]([F:13])=[C:11]([O:24][CH3:23])[CH:10]=[CH:9][C:5]=1[C:6]([O:8][CH3:15])=[O:7]. The catalyst class is: 6.